From a dataset of Forward reaction prediction with 1.9M reactions from USPTO patents (1976-2016). Predict the product of the given reaction. (1) Given the reactants F[C:2]1[CH:7]=[CH:6][CH:5]=[CH:4][C:3]=1[N+:8]([O-:10])=[O:9].[SH:11][C:12]1[CH:21]=[CH:20][CH:19]=[CH:18][C:13]=1[C:14]([O:16][CH3:17])=[O:15].C([O-])([O-])=O.[Cs+].[Cs+], predict the reaction product. The product is: [CH3:17][O:16][C:14](=[O:15])[C:13]1[CH:18]=[CH:19][CH:20]=[CH:21][C:12]=1[S:11][C:2]1[CH:7]=[CH:6][CH:5]=[CH:4][C:3]=1[N+:8]([O-:10])=[O:9]. (2) Given the reactants C([O:3][C:4]([C:6]1([CH2:21][CH2:22][CH2:23]OC)[CH2:11][CH2:10][N:9]([S:12]([C:15]2[CH:20]=[CH:19][CH:18]=[CH:17][CH:16]=2)(=[O:14])=[O:13])[CH2:8][CH2:7]1)=O)C.[F:26][C:27]([F:37])([F:36])[O:28][C:29]1[CH:35]=[CH:34][C:32]([NH2:33])=[CH:31][CH:30]=1.[Cl-].C[Al+]C.O, predict the reaction product. The product is: [C:15]1([S:12]([N:9]2[CH2:8][CH2:7][C:6]3([C:4](=[O:3])[N:33]([C:32]4[CH:34]=[CH:35][C:29]([O:28][C:27]([F:36])([F:37])[F:26])=[CH:30][CH:31]=4)[CH2:23][CH2:22][CH2:21]3)[CH2:11][CH2:10]2)(=[O:13])=[O:14])[CH:16]=[CH:17][CH:18]=[CH:19][CH:20]=1. (3) Given the reactants [CH3:1][O:2][C:3]([C:5]1[CH:6]=[C:7]([OH:17])[C:8](Br)=[C:9]2[O:13][C:12]([CH3:15])([CH3:14])[CH2:11][C:10]=12)=[O:4].OCC1(OC[C@@H](O)[C@@H](O)[C@H]1O)O, predict the reaction product. The product is: [CH3:1][O:2][C:3]([C:5]1[CH:6]=[C:7]([OH:17])[CH:8]=[C:9]2[O:13][C:12]([CH3:14])([CH3:15])[CH2:11][C:10]=12)=[O:4]. (4) Given the reactants [Na].C[O:3][CH2:4][C:5]([O:7][CH2:8]C)=O.[CH3:10][C:11]([CH3:13])=[O:12].COC(C)(C)C, predict the reaction product. The product is: [CH3:8][O:7][CH2:5][C:4](=[O:3])[CH2:10][C:11](=[O:12])[CH3:13]. (5) The product is: [Si:1]([O:8][CH2:9][CH2:10][C:11]1[S:15][CH:14]=[C:13]([CH:17]=[O:18])[CH:12]=1)([C:4]([CH3:6])([CH3:7])[CH3:5])([CH3:3])[CH3:2]. Given the reactants [Si:1]([O:8][CH2:9][CH2:10][C:11]1[S:15][C:14](Cl)=[C:13]([CH:17]=[O:18])[CH:12]=1)([C:4]([CH3:7])([CH3:6])[CH3:5])([CH3:3])[CH3:2].[H][H], predict the reaction product.